Predict the reactants needed to synthesize the given product. From a dataset of Retrosynthesis with 50K atom-mapped reactions and 10 reaction types from USPTO. (1) Given the product NCCn1c(=O)c2cc(F)c(NC3CCCCC3)cc2n(C2CCCC2)c1=O, predict the reactants needed to synthesize it. The reactants are: CC(C)(C)OC(=O)NCCn1c(=O)c2cc(F)c(NC3CCCCC3)cc2n(C2CCCC2)c1=O. (2) Given the product Cc1cnccc1Nc1nc(-c2cc(Cl)ccc2F)nc2c1CC(C)(C)C2, predict the reactants needed to synthesize it. The reactants are: CC1(C)Cc2nc(-c3cc(Cl)ccc3F)nc(I)c2C1.Cc1cnccc1N. (3) Given the product NC(=O)c1ccc(N2CCC(N)CC2)nc1, predict the reactants needed to synthesize it. The reactants are: CC(C)(C)OC(=O)NC1CCN(c2ccc(C(N)=O)cn2)CC1.